From a dataset of Reaction yield outcomes from USPTO patents with 853,638 reactions. Predict the reaction yield, written as a fraction of the theoretical maximum amount of product (1.0 means a 100% yield; for example, 0.34 means a 34% yield). (1) The catalyst is [Cu]I.O1CCOCC1. The yield is 0.100. The reactants are [Cl:1][C:2]1[CH:3]=[C:4]([S:9]([N:12]2[CH2:17][CH2:16][NH:15][C:14](=[O:18])[CH2:13]2)(=[O:11])=[O:10])[CH:5]=[CH:6][C:7]=1[Cl:8].Br[C:20]1[C:25]([C:26]([F:29])([F:28])[F:27])=[CH:24][CH:23]=[CH:22][N:21]=1.C(=O)([O-])[O-].[K+].[K+].CNCCNC. The product is [Cl:1][C:2]1[CH:3]=[C:4]([S:9]([N:12]2[CH2:17][CH2:16][N:15]([C:20]3[C:25]([C:26]([F:29])([F:28])[F:27])=[CH:24][CH:23]=[CH:22][N:21]=3)[C:14](=[O:18])[CH2:13]2)(=[O:11])=[O:10])[CH:5]=[CH:6][C:7]=1[Cl:8]. (2) The reactants are [F:1][C:2]1[CH:17]=[C:16]([N+:18]([O-])=O)[CH:15]=[CH:14][C:3]=1[O:4][C:5]1[C:6]2[NH:13][CH:12]=[CH:11][C:7]=2[N:8]=[CH:9][N:10]=1.[H][H]. The yield is 0.720. The catalyst is CO.Cl[Pd]Cl. The product is [N:8]1[C:7]2[CH:11]=[CH:12][NH:13][C:6]=2[C:5]([O:4][C:3]2[CH:14]=[CH:15][C:16]([NH2:18])=[CH:17][C:2]=2[F:1])=[N:10][CH:9]=1. (3) The reactants are [C:1]1([N:7]2[C:11]([B:12]([OH:14])[OH:13])=[CH:10][CH:9]=[N:8]2)[CH:6]=[CH:5][CH:4]=[CH:3][CH:2]=1.O[C:16]([C:19](O)([CH3:21])[CH3:20])([CH3:18])[CH3:17]. The catalyst is C1(C)C=CC=CC=1. The product is [C:1]1([N:7]2[C:11]([B:12]3[O:13][C:19]([CH3:21])([CH3:20])[C:16]([CH3:18])([CH3:17])[O:14]3)=[CH:10][CH:9]=[N:8]2)[CH:2]=[CH:3][CH:4]=[CH:5][CH:6]=1. The yield is 0.640. (4) The reactants are [NH:1]1[C:9]2[C:4](=[CH:5][CH:6]=[CH:7][C:8]=2[C:10]([OH:12])=O)[CH:3]=[CH:2]1.CN(C(ON1N=NC2C=CC=CC1=2)=[N+](C)C)C.[B-](F)(F)(F)F.C(N(CC)C(C)C)(C)C.[C:44]([C:48]1[CH:68]=[CH:67][C:51]([CH2:52][NH:53][CH2:54][CH2:55][C:56]2[CH:61]=[C:60]([C:62]([F:65])([F:64])[F:63])[CH:59]=[CH:58][C:57]=2[F:66])=[CH:50][CH:49]=1)([CH3:47])([CH3:46])[CH3:45]. The catalyst is CN(C=O)C.O. The product is [C:44]([C:48]1[CH:49]=[CH:50][C:51]([CH2:52][N:53]([CH2:54][CH2:55][C:56]2[CH:61]=[C:60]([C:62]([F:65])([F:63])[F:64])[CH:59]=[CH:58][C:57]=2[F:66])[C:10]([C:8]2[CH:7]=[CH:6][CH:5]=[C:4]3[C:9]=2[NH:1][CH:2]=[CH:3]3)=[O:12])=[CH:67][CH:68]=1)([CH3:47])([CH3:45])[CH3:46]. The yield is 0.770. (5) The reactants are Cl[C:2]1[C:11]2[C:6](=[CH:7][CH:8]=[CH:9][C:10]=2[O:12][CH3:13])[CH:5]=[C:4]([C:14]#[N:15])[N:3]=1.[NH2:16][C@H:17]1[CH2:21][CH2:20][N:19]([C:22]([O:24][C:25]([CH3:28])([CH3:27])[CH3:26])=[O:23])[CH2:18]1.CCN(CC)CC. The catalyst is CN1C(=O)CCC1. The product is [C:14]([C:4]1[N:3]=[C:2]([NH:16][C@H:17]2[CH2:21][CH2:20][N:19]([C:22]([O:24][C:25]([CH3:28])([CH3:27])[CH3:26])=[O:23])[CH2:18]2)[C:11]2[C:6]([CH:5]=1)=[CH:7][CH:8]=[CH:9][C:10]=2[O:12][CH3:13])#[N:15]. The yield is 0.520. (6) The reactants are [CH2:1]([C@@H:5]1[CH2:9][N:8]([CH:10]2[CH2:15][CH2:14][O:13][CH2:12][CH2:11]2)[C:7](=[O:16])[N:6]1[CH:17]1[CH2:22][CH2:21][NH:20][CH2:19][CH2:18]1)[CH:2]([CH3:4])[CH3:3].[CH:23]1([NH:26][C:27](=[O:44])[C:28]2[CH:33]=[CH:32][C:31]([O:34][C:35]3[CH:40]=[CH:39][C:38]([CH:41]=O)=[C:37]([CH3:43])[N:36]=3)=[CH:30][CH:29]=2)[CH2:25][CH2:24]1.C(O[BH-](OC(=O)C)OC(=O)C)(=O)C.[Na+]. The catalyst is C(Cl)Cl. The product is [CH:23]1([NH:26][C:27](=[O:44])[C:28]2[CH:29]=[CH:30][C:31]([O:34][C:35]3[CH:40]=[CH:39][C:38]([CH2:41][N:20]4[CH2:19][CH2:18][CH:17]([N:6]5[C@H:5]([CH2:1][CH:2]([CH3:4])[CH3:3])[CH2:9][N:8]([CH:10]6[CH2:11][CH2:12][O:13][CH2:14][CH2:15]6)[C:7]5=[O:16])[CH2:22][CH2:21]4)=[C:37]([CH3:43])[N:36]=3)=[CH:32][CH:33]=2)[CH2:25][CH2:24]1. The yield is 0.310.